Dataset: Full USPTO retrosynthesis dataset with 1.9M reactions from patents (1976-2016). Task: Predict the reactants needed to synthesize the given product. (1) Given the product [Na+:34].[Cl:1][C:2]1[CH:3]=[CH:4][C:5]([O:25][CH2:26][C:27]2[CH:32]=[CH:31][CH:30]=[CH:29][CH:28]=2)=[C:6]([C:8]2[CH2:13][CH2:12][CH2:11][CH2:10][C:9]=2[C:14]2[N:19]=[C:18]([C:20]([O-:22])=[O:21])[CH:17]=[CH:16][CH:15]=2)[CH:7]=1, predict the reactants needed to synthesize it. The reactants are: [Cl:1][C:2]1[CH:3]=[CH:4][C:5]([O:25][CH2:26][C:27]2[CH:32]=[CH:31][CH:30]=[CH:29][CH:28]=2)=[C:6]([C:8]2[CH2:13][CH2:12][CH2:11][CH2:10][C:9]=2[C:14]2[N:19]=[C:18]([C:20]([O:22]CC)=[O:21])[CH:17]=[CH:16][CH:15]=2)[CH:7]=1.[OH-].[Na+:34].C(O)(=O)C. (2) Given the product [Cl:8][C:9]1[CH:10]=[C:11]([C:15]2[CH:16]=[C:17]([C:25]([NH:27][C:28]3[C:29]([CH3:39])=[C:30]([CH:35]=[CH:36][C:37]=3[CH3:38])[C:31]([OH:33])=[O:32])=[O:26])[C:18]3[C:23]([CH:24]=2)=[CH:22][CH:21]=[CH:20][CH:19]=3)[CH:12]=[CH:13][CH:14]=1, predict the reactants needed to synthesize it. The reactants are: [OH-].[K+].O.C(O)(C)C.[Cl:8][C:9]1[CH:10]=[C:11]([C:15]2[CH:16]=[C:17]([C:25]([NH:27][C:28]3[C:29]([CH3:39])=[C:30]([CH:35]=[CH:36][C:37]=3[CH3:38])[C:31]([O:33]C)=[O:32])=[O:26])[C:18]3[C:23]([CH:24]=2)=[CH:22][CH:21]=[CH:20][CH:19]=3)[CH:12]=[CH:13][CH:14]=1. (3) Given the product [CH:20]1([N:7]([CH:1]2[CH2:2][CH2:3][CH2:4][CH2:5][CH2:6]2)[C:8]([NH:10][C:11]2[S:12][C:13]([S:17][CH2:27][CH2:28][N:29]3[CH2:34][CH2:33][O:32][CH2:31][CH2:30]3)=[C:14]([CH3:16])[N:15]=2)=[O:9])[CH2:21][CH2:22][CH2:23][CH2:24][CH2:25]1, predict the reactants needed to synthesize it. The reactants are: [CH:1]1([N:7]([CH:20]2[CH2:25][CH2:24][CH2:23][CH2:22][CH2:21]2)[C:8]([NH:10][C:11]2[S:12][C:13]([S:17]C#N)=[C:14]([CH3:16])[N:15]=2)=[O:9])[CH2:6][CH2:5][CH2:4][CH2:3][CH2:2]1.Cl[CH2:27][CH2:28][N:29]1[CH2:34][CH2:33][O:32][CH2:31][CH2:30]1. (4) Given the product [CH3:6][O:7][C:8]1[CH:16]=[C:15]2[C:11]([CH:12]=[CH:13][NH:14]2)=[C:10]([CH:17]([C:21]2[CH:26]=[CH:25][CH:24]=[CH:23][CH:22]=2)[CH2:18][CH2:19][NH:2][CH3:1])[CH:9]=1, predict the reactants needed to synthesize it. The reactants are: [CH3:1][NH2:2].Cl.[OH-].[K+].[CH3:6][O:7][C:8]1[CH:16]=[C:15]2[C:11]([CH:12]=[CH:13][NH:14]2)=[C:10]([CH:17]([C:21]2[CH:26]=[CH:25][CH:24]=[CH:23][CH:22]=2)[CH2:18][CH:19]=O)[CH:9]=1. (5) Given the product [CH:21]1[C:26]([Cl:27])=[CH:25][C:24]([OH:28])=[C:23]([O:29][C:30]2[CH:31]=[CH:32][C:33]([Cl:37])=[CH:34][C:35]=2[Cl:36])[CH:22]=1.[C:7]([O-:20])(=[O:19])[CH2:8][CH2:9][CH2:10][CH2:11][CH2:12][CH2:13][CH2:14][CH2:15][CH2:16][CH2:17][CH3:18], predict the reactants needed to synthesize it. The reactants are: C(Cl)(=O)C(Cl)=O.[C:7]([OH:20])(=[O:19])[CH2:8][CH2:9][CH2:10][CH2:11][CH2:12][CH2:13][CH2:14][CH2:15][CH2:16][CH2:17][CH3:18].[CH:21]1[C:26]([Cl:27])=[CH:25][C:24]([OH:28])=[C:23]([O:29][C:30]2[CH:31]=[CH:32][C:33]([Cl:37])=[CH:34][C:35]=2[Cl:36])[CH:22]=1.CO. (6) Given the product [CH2:1]([O:8][C:9]1[C:10](=[O:26])[N:11]([CH2:15][S:16]([C:19]2[CH:24]=[CH:23][C:22]([C:32]3[CH:33]=[CH:34][C:29]([O:28][CH3:27])=[CH:30][CH:31]=3)=[CH:21][CH:20]=2)(=[O:18])=[O:17])[CH:12]=[CH:13][CH:14]=1)[C:2]1[CH:7]=[CH:6][CH:5]=[CH:4][CH:3]=1, predict the reactants needed to synthesize it. The reactants are: [CH2:1]([O:8][C:9]1[C:10](=[O:26])[N:11]([CH2:15][S:16]([C:19]2[CH:24]=[CH:23][C:22](Br)=[CH:21][CH:20]=2)(=[O:18])=[O:17])[CH:12]=[CH:13][CH:14]=1)[C:2]1[CH:7]=[CH:6][CH:5]=[CH:4][CH:3]=1.[CH3:27][O:28][C:29]1[CH:34]=[CH:33][C:32](B(O)O)=[CH:31][CH:30]=1. (7) Given the product [N+:9]([C:4]1[CH:5]=[C:6]([Cl:8])[CH:7]=[C:2]([Cl:1])[C:3]=1[O:12][CH3:15])([O-:11])=[O:10], predict the reactants needed to synthesize it. The reactants are: [Cl:1][C:2]1[CH:7]=[C:6]([Cl:8])[CH:5]=[C:4]([N+:9]([O-:11])=[O:10])[C:3]=1[OH:12].CI.[C:15](=O)([O-])[O-].[K+].[K+]. (8) Given the product [Br:1][C:2]1[CH:3]=[N:4][N:5]([CH:7]([CH3:11])[C:8]([O:10][CH3:17])=[O:9])[CH:6]=1, predict the reactants needed to synthesize it. The reactants are: [Br:1][C:2]1[CH:3]=[N:4][N:5]([CH:7]([CH3:11])[C:8]([OH:10])=[O:9])[CH:6]=1.OS(O)(=O)=O.[CH3:17]O.